This data is from NCI-60 drug combinations with 297,098 pairs across 59 cell lines. The task is: Regression. Given two drug SMILES strings and cell line genomic features, predict the synergy score measuring deviation from expected non-interaction effect. Drug 1: CC1C(C(CC(O1)OC2CC(CC3=C2C(=C4C(=C3O)C(=O)C5=C(C4=O)C(=CC=C5)OC)O)(C(=O)C)O)N)O.Cl. Drug 2: C1CNP(=O)(OC1)N(CCCl)CCCl. Cell line: UACC-257. Synergy scores: CSS=2.47, Synergy_ZIP=-0.964, Synergy_Bliss=1.16, Synergy_Loewe=-3.49, Synergy_HSA=-0.842.